Dataset: Experimentally validated miRNA-target interactions with 360,000+ pairs, plus equal number of negative samples. Task: Binary Classification. Given a miRNA mature sequence and a target amino acid sequence, predict their likelihood of interaction. (1) The miRNA is hsa-miR-27a-3p with sequence UUCACAGUGGCUAAGUUCCGC. The protein sequence of the target gene is MESFRRFSLLSFIALLAYFAFLASAEHHVHQFVITPTPVKRLCRTHQSITVNGQYPGPTLVVRNGDSLAITVINRARYNISIHWHGIRQLRNPWADGPEYITQCPIRPGQTYTYRFKIEDQEGTLWWHAHSRWLRATVYGALIIYPRLGSPYPFSMPKRDIPILLGEWWDRNPMDVLKQAQFTGAAANVSDAYTINGQPGDLYRCSRAGTIRFPIFPGETVQLRVINAGMNQELFFSVANHQFTVVETDSAYTKPFTTNVIMIGPGQTTNVLLTANQRPGRYYMAARAYNSANAPFDNTT.... Result: 0 (no interaction). (2) The miRNA is hsa-miR-6840-5p with sequence ACCCCCGGGCAAAGACCUGCAGAU. The protein sequence of the target gene is MSDSKEMGKRQLRPLDEELLTSSHTRHSIKGFGFQTNSGFSSFTGCLVHSQVPLALQVLFLAVCSVLLVVILVKVYKIPSSQEENNQMNVYQELTQLKAGVDRLCRSCPWDWTHFQGSCYFFSVAQKSWNDSATACHNVGAQLVVIKSDEEQNFLQQTSKKRGYTWMGLIDMSKESTWYWVDGSPLTLSFMKYWSKGEPNNLGEEDCAEFRDDGWNDTKCTNKKFWICKKLSTSCPSK. Result: 0 (no interaction). (3) The miRNA is hsa-miR-3118 with sequence UGUGACUGCAUUAUGAAAAUUCU. The protein sequence of the target gene is MAASGKLSTCRLPPLPTIREIIKLLRLQAAKQLSQNFLLDLRLTDKIVRKAGNLTNAYVYEVGPGPGGITRSILNADVAELLVVEKDTRFIPGLQMLSDAAPGKLRIVHGDVLTFKVEKAFSESLKRPWEDDPPNVHIIGNLPFSVSTPLIIKWLENISCRDGPFVYGRTQMTLTFQKEVAERLAANTGSKQRSRLSVMAQYLCNVRHIFTIPGQAFVPKPEVDVGVVHFTPLIQPKIEQPFKLVEKVVQNVFQFRRKYCHRGLRMLFPEAQRLESTGRLLELADIDPTLRPRQLSISHF.... Result: 0 (no interaction). (4) The miRNA is hsa-miR-6814-5p with sequence UCCCAAGGGUGAGAUGCUGCCA. The protein sequence of the target gene is MGSPRLAALLLSLPLLLIGLAVSARVACPCLRSWTSHCLLAYRVDKRFAGLQWGWFPLLVRKSKSPPKFEDYWRHRTPASFQRKLLGSPSLSEESHRISIPSSAISHRGQRTKRAQPSAAEGREHLPEAGSQKCGGPEFSFDLLPEVQAVRVTIPAGPKASVRLCYQWALECEDLSSPFDTQKIVSGGHTVDLPYEFLLPCMCIEASYLQEDTVRRKKCPFQSWPEAYGSDFWQSIRFTDYSQHNQMVMALTLRCPLKLEASLCWRQDPLTPCETLPNATAQESEGWYILENVDLHPQLC.... Result: 0 (no interaction). (5) The miRNA is hsa-miR-3120-5p with sequence CCUGUCUGUGCCUGCUGUACA. The protein sequence of the target gene is MVRILANGEIVQDDDPRVRTTTQHRSSSSQQGFFNRGHGAPPGGPGPRQQQAGARLGAAQSPFSDLNRQLVNMGFPQWHLGNHVVEPVTSILLLFLLMMLGVRGLLLVGLVYLVSHLSQR. Result: 0 (no interaction). (6) The miRNA is rno-miR-132-3p with sequence UAACAGUCUACAGCCAUGGUCG. Result: 0 (no interaction). The protein sequence of the target gene is MNLWLLACLVAGFLGAWAPAVHTQGVFEDCCLAYHYPIGWAVLRRAWTYRIQEVSGSCNLPAAIFYLPKRHRKVCGNPKSREVQRAMKLLDARNKVFAKLHHNTQTFQAGPHAVKKLSSGNSKLSSSKFSNPISSSKRNVSLLISANSGL. (7) The miRNA is hsa-miR-580-5p with sequence UAAUGAUUCAUCAGACUCAGAU. The protein sequence of the target gene is METWRKGSFRNASFFKRITLGRPRRLHRQGSILSQASTAGGDHEEYSNREVIRELQGRPDGRRLPLWGDEHPRATLLAPPKPPRLYRESSSCPNILEPPASYTAGYSATLPSAISLTGPLHQCSEEALSDTPHFPRTPTPDLSDPFLSFKVDLGLSLLEEVLQILKEQFPSEPHF. Result: 0 (no interaction). (8) The miRNA is mmu-miR-3112-5p with sequence ACAUAGAAAAGGCAGUCUGCA. The protein sequence of the target gene is MEPTTSLRSCPIASLLFFLVLSLFVLVSAQFTVIGPAEPILAMVGENTTLHCHLSPERNAEEMEVRWFRWRFFPAVLVYRGHQERPEEQMVAYRGRTTFMRTDISKGRVALIIHNVTAYDNGIYCCYFQEGRSYDQATMKLMVASLGSEPLIKMKTLEDGSILLECTSEGWYPEPRAVWRDPYDEVVPALEEEYTADREGLFTVTMTIIIRDCSVRNMTCSVNNTLLSQEVESVILIPESFVPSLPLWMVAVAVTLPVVMLILLTSGSICLVKKHRRKKSILSAEKEAEYEEKEAARQLQ.... Result: 0 (no interaction).